Dataset: Forward reaction prediction with 1.9M reactions from USPTO patents (1976-2016). Task: Predict the product of the given reaction. (1) Given the reactants [ClH:1].[CH2:2]([N:4]1[CH2:9][CH2:8][CH:7]([CH2:10][CH2:11][O:12][C:13]2[N:18]=[CH:17][C:16]([C:19]3[N:27]=[C:26]([C:28]#[N:29])[N:25]=[C:24]4[C:20]=3[N:21]=[CH:22][N:23]4[CH3:30])=[CH:15][C:14]=2[C:31]([F:34])([F:33])[F:32])[CH2:6][CH2:5]1)[CH3:3], predict the reaction product. The product is: [ClH:1].[CH2:2]([N:4]1[CH2:9][CH2:8][CH:7]([CH2:10][CH2:11][O:12][C:13]2[N:18]=[CH:17][C:16]([C:19]3[N:27]=[C:26]([C:28]#[N:29])[N:25]=[C:24]4[C:20]=3[N:21]=[CH:22][N:23]4[CH3:30])=[CH:15][C:14]=2[C:31]([F:33])([F:32])[F:34])[CH2:6][CH2:5]1)[CH3:3]. (2) Given the reactants [CH2:1]([N:8]1[CH2:13][CH2:12][CH:11]([NH2:14])[CH2:10][CH2:9]1)[C:2]1[CH:7]=[CH:6][CH:5]=[CH:4][CH:3]=1.[C:15](O[C:15]([O:17][C:18]([CH3:21])([CH3:20])[CH3:19])=[O:16])([O:17][C:18]([CH3:21])([CH3:20])[CH3:19])=[O:16], predict the reaction product. The product is: [C:18]([O:17][C:15](=[O:16])[NH:14][CH:11]1[CH2:12][CH2:13][N:8]([CH2:1][C:2]2[CH:3]=[CH:4][CH:5]=[CH:6][CH:7]=2)[CH2:9][CH2:10]1)([CH3:21])([CH3:20])[CH3:19]. (3) Given the reactants [NH2:1][C@H:2]1[C:11]2[C:6](=[CH:7][CH:8]=[C:9]([F:12])[CH:10]=2)[N:5]([C:13](=[O:15])[CH3:14])[C@@H:4]([CH:16]2[CH2:18][CH2:17]2)[C@@H:3]1[CH3:19].F[C:21]1[CH:28]=[CH:27][C:24]([C:25]#[N:26])=[CH:23][N:22]=1.C(N(CC)CC)C, predict the reaction product. The product is: [C:13]([N:5]1[C:6]2[C:11](=[CH:10][C:9]([F:12])=[CH:8][CH:7]=2)[C@H:2]([NH:1][C:21]2[CH:28]=[CH:27][C:24]([C:25]#[N:26])=[CH:23][N:22]=2)[C@@H:3]([CH3:19])[C@@H:4]1[CH:16]1[CH2:18][CH2:17]1)(=[O:15])[CH3:14]. (4) The product is: [Cl:11][C:12]1[CH:13]=[CH:14][C:15]([CH2:18][C:25]([C:24]2([CH3:1])[CH2:22][CH2:23]2)=[O:21])=[N:16][CH:17]=1. Given the reactants [CH3:1][Si]([N-][Si](C)(C)C)(C)C.[Li+].[Cl:11][C:12]1[CH:13]=[CH:14][C:15]([CH3:18])=[N:16][CH:17]=1.[Cl-].[NH4+].[O:21]1[CH2:25][CH2:24][CH2:23][CH2:22]1, predict the reaction product. (5) The product is: [C:1]([N:4]1[C:13]2[C:8](=[CH:9][C:10]([C:14]([O:16][CH2:17][CH3:18])=[O:15])=[CH:11][CH:12]=2)[C@H:7]([NH:19][C:25]2[CH:32]=[CH:31][C:28]([C:29]#[N:30])=[CH:27][CH:26]=2)[C@@H:6]([CH3:20])[C@@H:5]1[CH:21]1[CH2:22][CH2:23]1)(=[O:3])[CH3:2]. Given the reactants [C:1]([N:4]1[C:13]2[C:8](=[CH:9][C:10]([C:14]([O:16][CH2:17][CH3:18])=[O:15])=[CH:11][CH:12]=2)[C@H:7]([NH2:19])[C@@H:6]([CH3:20])[C@@H:5]1[CH:21]1[CH2:23][CH2:22]1)(=[O:3])[CH3:2].Br[C:25]1[CH:32]=[CH:31][C:28]([C:29]#[N:30])=[CH:27][CH:26]=1.C([O-])([O-])=O.[Cs+].[Cs+], predict the reaction product. (6) Given the reactants [C:1]([Cl:5])(Cl)(Cl)Cl.C([O:9][C:10]1[CH:19]=[C:18]2[C:13](C(=O)[NH:15][CH:16]=[N:17]2)=[C:12]([O:21][CH:22]2[CH2:27][CH2:26][O:25][CH2:24][CH2:23]2)[CH:11]=1)(=O)C.C1(P(C2C=CC=CC=2)C2C=CC=CC=2)C=CC=CC=1, predict the reaction product. The product is: [Cl:5][C:1]1[C:13]2[C:18](=[CH:19][C:10]([OH:9])=[CH:11][C:12]=2[O:21][CH:22]2[CH2:23][CH2:24][O:25][CH2:26][CH2:27]2)[N:17]=[CH:16][N:15]=1. (7) Given the reactants [Cl:1][C:2]1[CH:7]=[CH:6][C:5]([C@H:8]2[N:15]3[C:11]([S:12][C:13]([C:19]([OH:21])=O)=[C:14]3[CH:16]([CH3:18])[CH3:17])=[N:10][C@:9]2([C:23]2[CH:28]=[CH:27][C:26]([Cl:29])=[CH:25][CH:24]=2)[CH3:22])=[CH:4][CH:3]=1.[CH3:30][N:31]([CH3:40])[C:32]([C@@H:34]1[CH2:39][CH2:38][CH2:37][CH2:36][NH:35]1)=[O:33], predict the reaction product. The product is: [Cl:1][C:2]1[CH:3]=[CH:4][C:5]([C@H:8]2[N:15]3[C:11]([S:12][C:13]([C:19]([N:35]4[CH2:36][CH2:37][CH2:38][CH2:39][C@H:34]4[C:32]([N:31]([CH3:40])[CH3:30])=[O:33])=[O:21])=[C:14]3[CH:16]([CH3:18])[CH3:17])=[N:10][C@:9]2([C:23]2[CH:28]=[CH:27][C:26]([Cl:29])=[CH:25][CH:24]=2)[CH3:22])=[CH:6][CH:7]=1. (8) The product is: [Cl:32][C:19]1[N:20]=[C:21]([N:24]([CH2:26][C:27]2[O:28][CH:29]=[CH:30][CH:31]=2)[CH3:25])[C:22]([F:23])=[C:17]([NH:9][NH2:8])[N:18]=1. Given the reactants CC(OC([N:8](C(OC(C)(C)C)=O)[N:9]([C:17]1[C:22]([F:23])=[C:21]([N:24]([CH2:26][C:27]2[O:28][CH:29]=[CH:30][CH:31]=2)[CH3:25])[N:20]=[C:19]([Cl:32])[N:18]=1)C(OC(C)(C)C)=O)=O)(C)C, predict the reaction product.